This data is from Forward reaction prediction with 1.9M reactions from USPTO patents (1976-2016). The task is: Predict the product of the given reaction. (1) Given the reactants CO[C:3](=[O:12])[C:4]1[CH:9]=[C:8](Br)[C:7](Cl)=[N:6][CH:5]=1.[Cl:13][C:14]1[CH:19]=[CH:18][C:17](B(O)O)=[CH:16][CH:15]=1.[CH3:23][O:24][CH2:25][CH:26]([OH:28])[CH3:27].[NH2:29][C@@H:30]1[CH2:35][CH2:34][CH2:33][CH2:32][C@H:31]1[OH:36], predict the reaction product. The product is: [Cl:13][C:14]1[CH:19]=[CH:18][C:17]([C:8]2[C:7]([O:28][CH:26]([CH3:27])[CH2:25][O:24][CH3:23])=[N:6][CH:5]=[C:4]([CH:9]=2)[C:3]([NH:29][C@@H:30]2[CH2:35][CH2:34][CH2:33][CH2:32][C@H:31]2[OH:36])=[O:12])=[CH:16][CH:15]=1. (2) Given the reactants [CH2:1]([C:4]([C:6]1[S:10][C:9]([NH2:11])=[N:8][C:7]=1[C:12]1[O:13][CH:14]=[CH:15][CH:16]=1)=[O:5])[CH2:2][CH3:3].[CH:17]1([C:20](Cl)=[O:21])[CH2:19][CH2:18]1.C(=O)([O-])O.[Na+], predict the reaction product. The product is: [C:4]([C:6]1[S:10][C:9]([NH:11][C:20]([CH:17]2[CH2:19][CH2:18]2)=[O:21])=[N:8][C:7]=1[C:12]1[O:13][CH:14]=[CH:15][CH:16]=1)(=[O:5])[CH2:1][CH2:2][CH3:3]. (3) Given the reactants [N:1]([CH:4]1[CH2:10][O:9][CH:8]([C:11]2[N:15]([CH3:16])[N:14]=[CH:13][C:12]=2[N+:17]([O-])=O)[CH2:7][C:6]([F:21])([F:20])[CH2:5]1)=[N+:2]=[N-:3].[Cl-].[NH4+].[NH2:24][C:25]1[S:29][C:28]([C:30]2[C:35]([F:36])=[CH:34][CH:33]=[CH:32][C:31]=2[F:37])=[N:27][C:26]=1[C:38](O)=[O:39].CCN(C(C)C)C(C)C.CCCP(=O)=O, predict the reaction product. The product is: [NH2:24][C:25]1[S:29][C:28]([C:30]2[C:35]([F:36])=[CH:34][CH:33]=[CH:32][C:31]=2[F:37])=[N:27][C:26]=1[C:38]([NH:17][C:12]1[CH:13]=[N:14][N:15]([CH3:16])[C:11]=1[CH:8]1[CH2:7][C:6]([F:21])([F:20])[CH2:5][CH:4]([N:1]=[N+:2]=[N-:3])[CH2:10][O:9]1)=[O:39]. (4) The product is: [CH3:20][O:21][C:22]1[CH:23]=[CH:24][C:25]([N:28]2[CH2:33][CH2:32][N:31]([C:13]([O:1][N:2]3[C:6](=[O:7])[CH2:5][C:4]([CH3:9])([CH3:8])[C:3]3=[O:10])=[O:14])[CH2:30][CH2:29]2)=[CH:26][CH:27]=1. Given the reactants [OH:1][N:2]1[C:6](=[O:7])[CH2:5][C:4]([CH3:9])([CH3:8])[C:3]1=[O:10].CC1(C)CC(=O)[O:14][C:13]1=O.[CH3:20][O:21][C:22]1[CH:27]=[CH:26][C:25]([N:28]2[CH2:33][CH2:32][NH:31][CH2:30][CH2:29]2)=[CH:24][CH:23]=1, predict the reaction product. (5) Given the reactants Cl.C(OC([N:9]1[CH2:18][CH2:17][C:16]2[C:11](=[C:12]([CH:23]=[C:24]3[C:28](=[O:29])[N:27]([C:30]4[CH:35]=[CH:34][CH:33]=[CH:32][CH:31]=4)[NH:26][C:25]3=[O:36])[CH:13]=[CH:14][C:15]=2[O:19][CH2:20][CH2:21][CH3:22])[CH2:10]1)=O)(C)(C)C, predict the reaction product. The product is: [C:30]1([N:27]2[C:28](=[O:29])[C:24](=[CH:23][C:12]3[CH:13]=[CH:14][C:15]([O:19][CH2:20][CH2:21][CH3:22])=[C:16]4[C:11]=3[CH2:10][NH:9][CH2:18][CH2:17]4)[C:25](=[O:36])[NH:26]2)[CH:31]=[CH:32][CH:33]=[CH:34][CH:35]=1. (6) Given the reactants [C:1]([O:5][C:6]([N:8]1[CH2:13][CH2:12][CH2:11][C@H:10]([CH2:14][O:15][C:16]2[CH:21]=[CH:20][C:19]([F:22])=[CH:18][C:17]=2[OH:23])[CH2:9]1)=[O:7])([CH3:4])([CH3:3])[CH3:2].[C:24]1(B(O)O)[CH:29]=[CH:28][CH:27]=[CH:26][CH:25]=1.N1C=CC=CC=1, predict the reaction product. The product is: [C:1]([O:5][C:6]([N:8]1[CH2:13][CH2:12][CH2:11][C@H:10]([CH2:14][O:15][C:16]2[CH:21]=[CH:20][C:19]([F:22])=[CH:18][C:17]=2[O:23][C:24]2[CH:29]=[CH:28][CH:27]=[CH:26][CH:25]=2)[CH2:9]1)=[O:7])([CH3:4])([CH3:2])[CH3:3]. (7) Given the reactants C[CH2:2][N:3]([CH:7]([CH3:9])C)[CH:4]([CH3:6])C.Cl[C:11]1[N:16]=[C:15]([N:17]2[CH:21]=[CH:20][CH:19]=[CH:18]2)[CH:14]=[C:13](Cl)[N:12]=1, predict the reaction product. The product is: [N:3]1([C:2]2[N:16]=[CH:15][CH:14]=[CH:13][N:12]=2)[CH:4]=[CH:6][CH:9]=[CH:7]1.[N:17]1([C:15]2[CH:14]=[CH:13][N:12]=[CH:11][N:16]=2)[CH:18]=[CH:19][CH:20]=[CH:21]1.